Task: Predict the reaction yield, written as a fraction of the theoretical maximum amount of product (1.0 means a 100% yield; for example, 0.34 means a 34% yield).. Dataset: Reaction yield outcomes from USPTO patents with 853,638 reactions (1) The reactants are [CH2:1]([N:5]([CH2:18][CH2:19][C@H:20]([NH:42][C:43]([O:45][C:46]([CH3:49])([CH3:48])[CH3:47])=[O:44])[C:21]([N:23]1[CH2:27][C@H:26]([OH:28])[CH2:25][C@H:24]1[C:29]([NH:31][C@:32]1([C:37]([O:39][CH2:40][CH3:41])=[O:38])[CH2:34][C@H:33]1[CH:35]=[CH2:36])=[O:30])=[O:22])[S:6]([C:9]1[CH:14]=[CH:13][CH:12]=[CH:11][C:10]=1[N+:15]([O-:17])=[O:16])(=[O:8])=[O:7])[CH2:2][CH:3]=[CH2:4].N1([C:55]([N:57]2[CH:61]=[CH:60]N=[CH:58]2)=[O:56])C=CN=C1.C(N(C(C)C)C(C)C)C.Cl.[F:72][C:73]1C=[CH:80][CH:79]=[C:78]2[C:74]=1CNC2. The catalyst is C1(C)C=CC=CC=1. The product is [F:72][C:73]1[CH:74]=[CH:78][CH:79]=[C:80]2[C:60]=1[CH2:61][N:57]([C:55]([O:28][C@@H:26]1[CH2:25][C@@H:24]([C:29](=[O:30])[NH:31][C@:32]3([C:37]([O:39][CH2:40][CH3:41])=[O:38])[CH2:34][C@H:33]3[CH:35]=[CH2:36])[N:23]([C:21](=[O:22])[C@@H:20]([NH:42][C:43]([O:45][C:46]([CH3:48])([CH3:47])[CH3:49])=[O:44])[CH2:19][CH2:18][N:5]([CH2:1][CH2:2][CH:3]=[CH2:4])[S:6]([C:9]3[CH:14]=[CH:13][CH:12]=[CH:11][C:10]=3[N+:15]([O-:17])=[O:16])(=[O:8])=[O:7])[CH2:27]1)=[O:56])[CH2:58]2. The yield is 0.840. (2) The reactants are [Br:1][C:2]1[CH:7]=[CH:6][C:5]([CH2:8][CH2:9]I)=[CH:4][CH:3]=1.[CH2:11]([O:13][C:14](=[O:21])[CH:15]([S:17]([CH3:20])(=[O:19])=[O:18])[CH3:16])[CH3:12].C([O-])([O-])=O.[Cs+].[Cs+].O. The catalyst is CN(C=O)C. The product is [Br:1][C:2]1[CH:7]=[CH:6][C:5]([CH2:8][CH2:9][C:15]([CH3:16])([S:17]([CH3:20])(=[O:18])=[O:19])[C:14]([O:13][CH2:11][CH3:12])=[O:21])=[CH:4][CH:3]=1. The yield is 0.720. (3) The product is [NH2:1][C:2]1[C:13]([Br:21])=[CH:12][C:5]([C:6]([O:8][CH:9]([CH3:10])[CH3:11])=[O:7])=[CH:4][N:3]=1. The yield is 0.770. The reactants are [NH2:1][C:2]1[CH:13]=[CH:12][C:5]([C:6]([O:8][CH:9]([CH3:11])[CH3:10])=[O:7])=[CH:4][N:3]=1.C1C(=O)N([Br:21])C(=O)C1. The catalyst is C1(OC)CCCC1.